Predict the reactants needed to synthesize the given product. From a dataset of Full USPTO retrosynthesis dataset with 1.9M reactions from patents (1976-2016). (1) Given the product [I:17][C:18]1[C:19]([CH2:24][O:25][Si:4]([CH:8]([CH3:10])[CH3:9])([CH:5]([CH3:7])[CH3:6])[CH:2]([CH3:3])[CH3:1])=[N:20][O:21][C:22]=1[CH3:23], predict the reactants needed to synthesize it. The reactants are: [CH3:1][CH:2]([Si:4](Cl)([CH:8]([CH3:10])[CH3:9])[CH:5]([CH3:7])[CH3:6])[CH3:3].N1C=CN=C1.[I:17][C:18]1[C:19]([CH2:24][OH:25])=[N:20][O:21][C:22]=1[CH3:23]. (2) Given the product [F:37][C:38]1([F:42])[CH2:41][N:40]([C:2]2[CH:35]=[CH:34][C:5]([CH2:6][N:7]3[C:11]4[CH:12]=[C:13]([O:16][CH2:17][C:18]5[CH:23]=[CH:22][C:21]([CH3:24])=[CH:20][N:19]=5)[CH:14]=[CH:15][C:10]=4[N:9]=[C:8]3[C@@H:25]3[CH2:30][CH2:29][CH2:28][CH2:27][C@@H:26]3[C:31]([OH:33])=[O:32])=[CH:4][CH:3]=2)[CH2:39]1, predict the reactants needed to synthesize it. The reactants are: Br[C:2]1[CH:35]=[CH:34][C:5]([CH2:6][N:7]2[C:11]3[CH:12]=[C:13]([O:16][CH2:17][C:18]4[CH:23]=[CH:22][C:21]([CH3:24])=[CH:20][N:19]=4)[CH:14]=[CH:15][C:10]=3[N:9]=[C:8]2[C@H:25]2[CH2:30][CH2:29][CH2:28][CH2:27][C@H:26]2[C:31]([OH:33])=[O:32])=[CH:4][CH:3]=1.Cl.[F:37][C:38]1([F:42])[CH2:41][NH:40][CH2:39]1.[Li+].C[Si]([N-][Si](C)(C)C)(C)C. (3) Given the product [Cl:1][C:2]1[C:7](=[O:8])[NH:6][N:5]=[CH:4][C:3]=1[O:15][C:16]1[CH:23]=[CH:22][CH:21]=[CH:20][C:17]=1[C:18]#[N:19], predict the reactants needed to synthesize it. The reactants are: [Cl:1][C:2]1[C:7](=[O:8])[N:6](C2CCCCO2)[N:5]=[CH:4][C:3]=1[O:15][C:16]1[CH:23]=[CH:22][CH:21]=[CH:20][C:17]=1[C:18]#[N:19].Cl. (4) The reactants are: [CH3:1][C:2]1[CH:7]=[C:6]([CH3:8])[CH:5]=[C:4]([CH3:9])[CH:3]=1.Cl[CH2:11][C:12]1[O:16][C:15]([C:17]([O:19][CH3:20])=[O:18])=[CH:14][CH:13]=1.[Cl-].[Cl-].[Cl-].[Al+3]. Given the product [CH3:20][O:19][C:17]([C:15]1[O:16][C:12]([CH2:11][C:3]2[C:4]([CH3:9])=[CH:5][C:6]([CH3:8])=[CH:7][C:2]=2[CH3:1])=[CH:13][CH:14]=1)=[O:18], predict the reactants needed to synthesize it. (5) Given the product [CH3:23][CH:22]([CH3:24])[C@H:17]([NH:16][S:13]([C:10]1[CH:11]=[CH:12][C:6]2[C:5]3[CH:25]=[CH:26][C:2]([C:31]4[O:32][C:28]([CH3:27])=[CH:29][CH:30]=4)=[CH:3][C:4]=3[O:8][C:7]=2[CH:9]=1)(=[O:14])=[O:15])[C:18]([O:20][CH3:21])=[O:19], predict the reactants needed to synthesize it. The reactants are: I[C:2]1[CH:26]=[CH:25][C:5]2[C:6]3[CH:12]=[CH:11][C:10]([S:13]([NH:16][C@@H:17]([CH:22]([CH3:24])[CH3:23])[C:18]([O:20][CH3:21])=[O:19])(=[O:15])=[O:14])=[CH:9][C:7]=3[O:8][C:4]=2[CH:3]=1.[CH3:27][C:28]1[O:32][C:31](B2OC(C)(C)C(C)(C)O2)=[CH:30][CH:29]=1.C([O-])([O-])=O.[K+].[K+]. (6) Given the product [Br:1][CH2:2][CH:3]1[C:11]2[CH:10]=[CH:9][C:8]([Cl:12])=[CH:7][C:6]=2[O:20][CH2:4]1, predict the reactants needed to synthesize it. The reactants are: [Br:1][CH2:2][CH:3]1[C:11]2[C:6](=[CH:7][C:8]([Cl:12])=[CH:9][CH:10]=2)C[CH2:4]1.ClC1C=CC2C(CO)C[O:20]C=2C=1. (7) Given the product [CH3:1][N:2]([CH2:3][C:4]1[CH:9]=[CH:8][C:7]([C:10]([N:12]2[CH2:18][C:17]3([CH3:20])[CH2:19][CH:13]2[CH2:14][C:15]([CH3:22])([CH3:21])[CH2:16]3)=[O:11])=[CH:6][CH:5]=1)[C:28]([CH:23]1[CH2:27][CH2:26][CH2:25][CH2:24]1)=[O:29], predict the reactants needed to synthesize it. The reactants are: [CH3:1][NH:2][CH2:3][C:4]1[CH:9]=[CH:8][C:7]([C:10]([N:12]2[CH2:18][C:17]3([CH3:20])[CH2:19][CH:13]2[CH2:14][C:15]([CH3:22])([CH3:21])[CH2:16]3)=[O:11])=[CH:6][CH:5]=1.[CH:23]1([C:28](Cl)=[O:29])[CH2:27][CH2:26][CH2:25][CH2:24]1. (8) The reactants are: [SH:1][C:2]1[S:3][C:4]2[CH2:10][O:9][C:8]3[C:11]([O:15][CH2:16][C:17]([O:19]CC)=[O:18])=[CH:12][CH:13]=[CH:14][C:7]=3[C:5]=2[N:6]=1.[C:22]1([CH:28]([C:31]2[CH:36]=[CH:35][CH:34]=[CH:33][CH:32]=2)[CH2:29]I)[CH:27]=[CH:26][CH:25]=[CH:24][CH:23]=1. Given the product [C:22]1([CH:28]([C:31]2[CH:32]=[CH:33][CH:34]=[CH:35][CH:36]=2)[CH2:29][S:1][C:2]2[S:3][C:4]3[CH2:10][O:9][C:8]4[C:11]([O:15][CH2:16][C:17]([OH:19])=[O:18])=[CH:12][CH:13]=[CH:14][C:7]=4[C:5]=3[N:6]=2)[CH:27]=[CH:26][CH:25]=[CH:24][CH:23]=1, predict the reactants needed to synthesize it. (9) Given the product [C:9]([C:8]1[CH:11]=[CH:12][CH:13]=[CH:14][C:7]=1[O:6][CH2:2][C:3]([NH2:5])=[O:4])#[N:10], predict the reactants needed to synthesize it. The reactants are: Br[CH2:2][C:3]([NH2:5])=[O:4].[OH:6][C:7]1[CH:14]=[CH:13][CH:12]=[CH:11][C:8]=1[C:9]#[N:10].C(=O)([O-])[O-].[K+].[K+]. (10) Given the product [N+:1]([C:4]1[CH:5]=[N:6][CH:7]=[CH:8][C:9]=1[C:10]1[CH2:15][CH2:14][CH2:13][CH:12]([OH:16])[CH:11]=1)([O-:3])=[O:2], predict the reactants needed to synthesize it. The reactants are: [N+:1]([C:4]1[CH:5]=[N:6][CH:7]=[CH:8][C:9]=1[C:10]1[CH2:15][CH2:14][CH2:13][C:12](=[O:16])[CH:11]=1)([O-:3])=[O:2].[Cl-].[Cl-].[Cl-].[Ce+3].[BH4-].[Na+].